This data is from Reaction yield outcomes from USPTO patents with 853,638 reactions. The task is: Predict the reaction yield, written as a fraction of the theoretical maximum amount of product (1.0 means a 100% yield; for example, 0.34 means a 34% yield). (1) The reactants are F[C:2]1[C:3]([C:9]2[N:13]([CH:14]3[CH2:19][CH2:18][O:17][CH2:16][CH2:15]3)[C:12]([CH3:20])=[N:11][CH:10]=2)=[N:4][C:5]([NH2:8])=[N:6][CH:7]=1.[CH3:21][N:22]([CH3:33])[S:23]([C:26]1[CH:31]=[CH:30][C:29](Br)=[CH:28][N:27]=1)(=[O:25])=[O:24].C([O-])([O-])=O.[Cs+].[Cs+].CC1(C)C2C(=C(P(C3C=CC=CC=3)C3C=CC=CC=3)C=CC=2)OC2C(P(C3C=CC=CC=3)C3C=CC=CC=3)=CC=CC1=2. The catalyst is C1C=CC(/C=C/C(/C=C/C2C=CC=CC=2)=O)=CC=1.C1C=CC(/C=C/C(/C=C/C2C=CC=CC=2)=O)=CC=1.C1C=CC(/C=C/C(/C=C/C2C=CC=CC=2)=O)=CC=1.[Pd].[Pd].O1CCOCC1. The yield is 0.0600. The product is [CH3:21][N:22]([CH3:33])[S:23]([C:26]1[CH:31]=[CH:30][C:29]([NH:8][C:5]2[N:4]=[C:3]([CH:9]3[CH:10]=[N:11][CH:12]([CH3:20])[N:13]3[CH:14]3[CH2:19][CH2:18][O:17][CH2:16][CH2:15]3)[CH:2]=[CH:7][N:6]=2)=[CH:28][N:27]=1)(=[O:25])=[O:24]. (2) The reactants are Br[C:2]1[N:6]2[N:7]=[C:8]([O:11][CH:12]3[CH2:17][CH2:16][O:15][CH2:14][CH2:13]3)[CH:9]=[CH:10][C:5]2=[N:4][C:3]=1[NH:18]C(=O)C(F)(F)F.[C:25]([C:27]1[CH:32]=[CH:31][C:30](B(O)O)=[CH:29][CH:28]=1)#[N:26].ClCCl.C([O-])([O-])=O.[Na+].[Na+].Cl. The catalyst is O1CCOCC1.O.Cl[Pd]Cl.C1(P(C2C=CC=CC=2)[C-]2C=CC=C2)C=CC=CC=1.[C-]1(P(C2C=CC=CC=2)C2C=CC=CC=2)C=CC=C1.[Fe+2]. The product is [NH2:18][C:3]1[N:4]=[C:5]2[CH:10]=[CH:9][C:8]([O:11][CH:12]3[CH2:13][CH2:14][O:15][CH2:16][CH2:17]3)=[N:7][N:6]2[C:2]=1[C:30]1[CH:31]=[CH:32][C:27]([C:25]#[N:26])=[CH:28][CH:29]=1. The yield is 0.600. (3) The reactants are [S:1]1[CH:5]=[CH:4][CH:3]=[C:2]1[CH2:6][CH2:7][NH2:8].[CH3:9][C:10]([CH3:15])([CH3:14])[C:11](Cl)=[O:12].C(O)C(N)(CO)CO. The catalyst is C(Cl)Cl. The product is [CH3:9][C:10]([CH3:15])([CH3:14])[C:11]([NH:8][CH2:7][CH2:6][C:2]1[S:1][CH:5]=[CH:4][CH:3]=1)=[O:12]. The yield is 0.850. (4) The product is [CH3:36][O:37][CH2:38][C:39]([NH:26][CH:2]([CH3:1])[CH:3]([C:20]1[CH:25]=[CH:24][CH:23]=[CH:22][CH:21]=1)[O:4][C:5]1[CH:6]=[C:7]2[C:11](=[CH:12][CH:13]=1)[N:10]([C:14]1[CH:19]=[CH:18][CH:17]=[CH:16][N:15]=1)[N:9]=[CH:8]2)=[O:40]. The yield is 0.290. The reactants are [CH3:1][CH:2]([NH2:26])[CH:3]([C:20]1[CH:25]=[CH:24][CH:23]=[CH:22][CH:21]=1)[O:4][C:5]1[CH:6]=[C:7]2[C:11](=[CH:12][CH:13]=1)[N:10]([C:14]1[CH:19]=[CH:18][CH:17]=[CH:16][N:15]=1)[N:9]=[CH:8]2.CCN(C(C)C)C(C)C.[CH3:36][O:37][CH2:38][C:39](Cl)=[O:40]. The catalyst is C(#N)C. (5) The yield is 0.930. The reactants are [CH2:1]([O:3][P:4]([CH2:9][C:10]([O:12][CH2:13][CH3:14])=[O:11])([O:6][CH2:7][CH3:8])=[O:5])[CH3:2].[H-].[Na+].Br[CH2:18][C:19]1[CH:24]=[CH:23][CH:22]=[CH:21][C:20]=1[Cl:25]. The product is [Cl:25][C:20]1[CH:21]=[CH:22][CH:23]=[CH:24][C:19]=1[CH2:18][CH:9]([P:4]([O:3][CH2:1][CH3:2])([O:6][CH2:7][CH3:8])=[O:5])[C:10]([O:12][CH2:13][CH3:14])=[O:11]. The catalyst is CN(C)C=O. (6) The reactants are N[C:2]1[CH:7]=[CH:6][C:5]([OH:8])=[C:4]([Cl:9])[CH:3]=1.[F:10][C:11]1[C:18]([F:19])=[C:17]([C:20](F)(F)F)[C:16]([F:24])=[C:15]([F:25])[C:12]=1[CH2:13]Br.C[N:27](C=O)C. No catalyst specified. The product is [Cl:9][C:4]1[CH:3]=[CH:2][C:7]([NH:27][CH2:13][C:12]2[C:11]([F:10])=[C:18]([F:19])[C:17]([CH3:20])=[C:16]([F:24])[C:15]=2[F:25])=[CH:6][C:5]=1[OH:8]. The yield is 0.760. (7) The reactants are [CH3:1][CH:2]([CH2:13][CH2:14][C:15]1[C:20]([CH3:22])([CH3:21])[CH2:19][CH2:18][CH2:17][C:16]=1[CH3:23])[CH:3]=[C:4]([C:9]([O:11]C)=[O:10])[C:5]([O:7]C)=[O:6].C1OCCOCCOCCOCCOCCOC1. The catalyst is CC[N+](CC1C=CC=CC=1)(CC)CC.[Cl-].[OH-].[Na+]. The product is [CH3:1][CH:2]([CH2:13][CH2:14][C:15]1[C:20]([CH3:22])([CH3:21])[CH2:19][CH2:18][CH2:17][C:16]=1[CH3:23])[CH:3]=[C:4]([C:9]([OH:11])=[O:10])[C:5]([OH:7])=[O:6]. The yield is 0.870.